From a dataset of Full USPTO retrosynthesis dataset with 1.9M reactions from patents (1976-2016). Predict the reactants needed to synthesize the given product. (1) The reactants are: [CH3:1][C:2]1[N:3]=[C:4]([NH:19][C:20](=[O:22])[CH3:21])[S:5][C:6]=1[C:7]1[CH:12]=[CH:11][N:10]=[C:9](N2CCOCC2)[N:8]=1.Cl.[C:24](N)(=N)[CH:25](C)[CH3:26]. Given the product [CH:25]([C:9]1[N:8]=[C:7]([C:6]2[S:5][C:4]([NH:19][C:20](=[O:22])[CH3:21])=[N:3][C:2]=2[CH3:1])[CH:12]=[CH:11][N:10]=1)([CH3:26])[CH3:24], predict the reactants needed to synthesize it. (2) Given the product [F:1][C:2]1[C:7]([F:8])=[CH:6][CH:5]=[C:4]([O:9][CH3:10])[C:3]=1[CH2:11][CH2:12][OH:13], predict the reactants needed to synthesize it. The reactants are: [F:1][C:2]1[C:7]([F:8])=[CH:6][CH:5]=[C:4]([O:9][CH3:10])[C:3]=1[CH2:11][C:12](O)=[O:13].[H-].[H-].[H-].[H-].[Li+].[Al+3]. (3) Given the product [F:29][C:30]1[CH:57]=[CH:56][CH:55]=[C:54]([F:58])[C:31]=1[CH2:32][O:33][C:34]1[C:35]2[N:36]([C:40]([C:44]([NH:46][C@H:47]([CH2:50][CH2:51][CH2:52][CH3:53])[CH:48]=[O:49])=[O:45])=[C:41]([CH3:43])[N:42]=2)[CH:37]=[CH:38][CH:39]=1, predict the reactants needed to synthesize it. The reactants are: CC(OI1(OC(C)=O)(OC(C)=O)OC(=O)C2C1=CC=CC=2)=O.N1C=CC=CC=1.[F:29][C:30]1[CH:57]=[CH:56][CH:55]=[C:54]([F:58])[C:31]=1[CH2:32][O:33][C:34]1[C:35]2[N:36]([C:40]([C:44]([NH:46][C@H:47]([CH2:50][CH2:51][CH2:52][CH3:53])[CH2:48][OH:49])=[O:45])=[C:41]([CH3:43])[N:42]=2)[CH:37]=[CH:38][CH:39]=1.[OH-].[Na+]. (4) Given the product [CH3:1][C:2]([CH:13]1[O:18][CH2:16][O:17][O:21]1)([CH3:15])[CH2:3][CH2:4][O:5][CH2:6][C:7]1[CH:12]=[CH:11][CH:10]=[CH:9][CH:8]=1, predict the reactants needed to synthesize it. The reactants are: [CH3:1][C:2]([CH3:15])([CH:13]=C)[CH2:3][CH2:4][O:5][CH2:6][C:7]1[CH:12]=[CH:11][CH:10]=[CH:9][CH:8]=1.[C:16](=[O:18])=[O:17].CC(C)=[O:21].O=[O+][O-]. (5) The reactants are: Br[C:2]1[C:3]([OH:13])=[C:4]([CH:9]=[C:10]([F:12])[CH:11]=1)[C:5]([O:7][CH3:8])=[O:6].CN(C)C=O.C(=O)=O.[CH:22]#[C:23][CH3:24]. Given the product [F:12][C:10]1[CH:9]=[C:4]([C:5]([O:7][CH3:8])=[O:6])[C:3]2[O:13][C:23]([CH3:24])=[CH:22][C:2]=2[CH:11]=1, predict the reactants needed to synthesize it.